This data is from Full USPTO retrosynthesis dataset with 1.9M reactions from patents (1976-2016). The task is: Predict the reactants needed to synthesize the given product. (1) Given the product [C:16]([O:19][C:20]1[CH:21]=[C:22](/[CH:23]=[CH:24]/[C:7]2[CH:8]=[CH:9][C:10]([O:11][C:12](=[O:14])[CH3:13])=[C:5]([O:4][C:1](=[O:3])[CH3:2])[CH:6]=2)[CH:25]=[C:26]([O:28][C:29](=[O:31])[CH3:30])[CH:27]=1)(=[O:18])[CH3:17], predict the reactants needed to synthesize it. The reactants are: [C:1]([O:4][C:5]1[CH:6]=[C:7](Br)[CH:8]=[CH:9][C:10]=1[O:11][C:12](=[O:14])[CH3:13])(=[O:3])[CH3:2].[C:16]([O:19][C:20]1[CH:21]=[C:22]([CH:25]=[C:26]([O:28][C:29](=[O:31])[CH3:30])[CH:27]=1)[CH:23]=[CH2:24])(=[O:18])[CH3:17].C(=O)([O-])[O-].[K+].[K+].C(=NO)(C1C=CC=CC=1)C. (2) Given the product [NH2:22][C:18]1([C:15]2[CH:14]=[CH:13][C:12]([C:10]3[N:11]=[C:5]4[CH:4]=[C:3]([OH:2])[CH:8]=[CH:7][N:6]4[C:9]=3[C:23]3[CH:28]=[CH:27][CH:26]=[CH:25][CH:24]=3)=[CH:17][CH:16]=2)[CH2:19][CH2:20][CH2:21]1, predict the reactants needed to synthesize it. The reactants are: C[O:2][C:3]1[CH:8]=[CH:7][N:6]2[C:9]([C:23]3[CH:28]=[CH:27][CH:26]=[CH:25][CH:24]=3)=[C:10]([C:12]3[CH:17]=[CH:16][C:15]([C:18]4([NH2:22])[CH2:21][CH2:20][CH2:19]4)=[CH:14][CH:13]=3)[N:11]=[C:5]2[CH:4]=1. (3) Given the product [Cl:1][C:2]1[C:10]([S:11][CH3:12])=[C:9]([Cl:13])[CH:8]=[C:7]([F:14])[C:3]=1[C:4]([Cl:19])=[O:5], predict the reactants needed to synthesize it. The reactants are: [Cl:1][C:2]1[C:10]([S:11][CH3:12])=[C:9]([Cl:13])[CH:8]=[C:7]([F:14])[C:3]=1[C:4](O)=[O:5].C(Cl)(C([Cl:19])=O)=O. (4) Given the product [CH3:17][C:18]1[N:22]([CH3:23])[C:21]([C:24]2[CH:25]=[C:26]([NH:30][C:2]3[C:11]4[C:6](=[C:7]([C:12]5[CH:16]=[CH:15][S:14][CH:13]=5)[CH:8]=[CH:9][CH:10]=4)[CH:5]=[CH:4][N:3]=3)[CH:27]=[CH:28][CH:29]=2)=[CH:20][N:19]=1, predict the reactants needed to synthesize it. The reactants are: Cl[C:2]1[C:11]2[C:6](=[C:7]([C:12]3[CH:16]=[CH:15][S:14][CH:13]=3)[CH:8]=[CH:9][CH:10]=2)[CH:5]=[CH:4][N:3]=1.[CH3:17][C:18]1[N:22]([CH3:23])[C:21]([C:24]2[CH:25]=[C:26]([NH2:30])[CH:27]=[CH:28][CH:29]=2)=[CH:20][N:19]=1.C(=O)([O-])[O-].[K+].[K+]. (5) Given the product [CH3:14][O:13][CH2:12][CH2:11][O:10][C:5]1[CH:6]=[C:7]([C:2]([O:1][CH2:17][C:18]2[C:19]([C:24]3[N:28]([CH3:29])[N:27]=[CH:26][CH:25]=3)=[N:20][CH:21]=[CH:22][CH:23]=2)=[CH:3][N:4]=1)[CH:8]=[O:9], predict the reactants needed to synthesize it. The reactants are: [OH:1][C:2]1[C:7]([CH:8]=[O:9])=[CH:6][C:5]([O:10][CH2:11][CH2:12][O:13][CH3:14])=[N:4][CH:3]=1.Cl.Cl[CH2:17][C:18]1[C:19]([C:24]2[N:28]([CH3:29])[N:27]=[CH:26][CH:25]=2)=[N:20][CH:21]=[CH:22][CH:23]=1.C([O-])([O-])=O.[Cs+].[Cs+].